Dataset: Forward reaction prediction with 1.9M reactions from USPTO patents (1976-2016). Task: Predict the product of the given reaction. (1) Given the reactants [C:1](OC)(=[O:12])[C:2]1[CH:11]=[CH:10][C:5]([C:6]([O:8]C)=[O:7])=[CH:4][CH:3]=1.[CH2:15]([OH:20])[CH2:16][CH2:17][CH2:18][OH:19].CCOP(SCSP(OCC)(OCC)=S)(OCC)=S, predict the reaction product. The product is: [CH2:10]1[O:8][CH2:6][CH2:5]1.[C:1]1(=[O:12])[O:20][CH2:15][CH2:16][CH2:17][CH2:18][O:19][C:6](=[O:7])[C:5]2[CH:10]=[CH:11][C:2]1=[CH:3][CH:4]=2. (2) Given the reactants [F:1][C:2]1[CH:7]=[CH:6][CH:5]=[CH:4][C:3]=1[C@H:8]1[CH2:13][N:12]([CH2:14][CH:15]([CH3:17])[CH3:16])[C:11](=[O:18])[C@@H:10]([NH:19]C(=O)OC(C)(C)C)[CH2:9]1, predict the reaction product. The product is: [NH2:19][C@H:10]1[CH2:9][C@@H:8]([C:3]2[CH:4]=[CH:5][CH:6]=[CH:7][C:2]=2[F:1])[CH2:13][N:12]([CH2:14][CH:15]([CH3:16])[CH3:17])[C:11]1=[O:18]. (3) The product is: [NH2:1][C:2]1[CH:24]=[CH:23][C:5]([C:6]([C:8]2[N:16]3[C:11]([CH:12]=[CH:13][C:14]([O:17][CH2:28][C:29]([O:31][CH2:32][CH3:33])=[O:30])=[CH:15]3)=[C:10]([C:18]([O:20][CH3:21])=[O:19])[C:9]=2[CH3:22])=[O:7])=[CH:4][C:3]=1[O:25][CH3:26]. Given the reactants [NH2:1][C:2]1[CH:24]=[CH:23][C:5]([C:6]([C:8]2[N:16]3[C:11]([CH:12]=[CH:13][C:14]([OH:17])=[CH:15]3)=[C:10]([C:18]([O:20][CH3:21])=[O:19])[C:9]=2[CH3:22])=[O:7])=[CH:4][C:3]=1[O:25][CH3:26].Br[CH2:28][C:29]([O:31][CH2:32][CH3:33])=[O:30], predict the reaction product. (4) Given the reactants [CH2:1]=O.Cl.[CH2:4]([NH:6][CH2:7][CH3:8])[CH3:5].[CH2:9]([P:11]([OH:13])[OH:12])[CH3:10].Cl, predict the reaction product. The product is: [CH2:9]([P:11]([CH2:1][N:6]([CH2:7][CH3:8])[CH2:4][CH3:5])(=[O:13])[OH:12])[CH3:10]. (5) Given the reactants Cl[C:2]1[CH:3]=[CH:4][C:5]2[C:10]3([CH2:18][C:17]4[C:12](=[CH:13][CH:14]=[C:15]([N+:19]([O-])=O)[CH:16]=4)[CH2:11]3)[O:9][C:8](=[O:22])[NH:7][C:6]=2[N:23]=1.Cl.C(OCC)(=O)C, predict the reaction product. The product is: [NH2:19][C:15]1[CH:16]=[C:17]2[C:12](=[CH:13][CH:14]=1)[CH2:11][C:10]1([O:9][C:8](=[O:22])[NH:7][C:6]3[N:23]=[CH:2][CH:3]=[CH:4][C:5]1=3)[CH2:18]2. (6) Given the reactants [Br:1][C:2]1[CH:7]=[CH:6][C:5]([Br:8])=[CH:4][C:3]=1I.[CH:10]1[C:19]2[C:14](=[CH:15][CH:16]=[CH:17][CH:18]=2)[CH:13]=[CH:12][C:11]=1B(O)O, predict the reaction product. The product is: [Br:1][C:2]1[CH:7]=[CH:6][C:5]([Br:8])=[CH:4][C:3]=1[C:12]1[CH:11]=[CH:10][C:19]2[C:14](=[CH:15][CH:16]=[CH:17][CH:18]=2)[CH:13]=1. (7) Given the reactants [CH3:1][S:2][C:3]1[CH:11]=[C:10]2[C:6]([CH:7]=[CH:8][NH:9]2)=[CH:5][CH:4]=1.[OH-].[Na+].[C:14]1([S:20](Cl)(=[O:22])=[O:21])[CH:19]=[CH:18][CH:17]=[CH:16][CH:15]=1, predict the reaction product. The product is: [CH3:1][S:2][C:3]1[CH:11]=[C:10]2[C:6]([CH:7]=[CH:8][N:9]2[S:20]([C:14]2[CH:19]=[CH:18][CH:17]=[CH:16][CH:15]=2)(=[O:22])=[O:21])=[CH:5][CH:4]=1. (8) Given the reactants [OH:1][CH2:2][CH2:3][CH2:4][C:5]#[C:6][C:7]1[CH:8]=[C:9]([C:13]#[C:14][CH2:15][CH2:16][CH2:17][OH:18])[CH:10]=[CH:11][CH:12]=1, predict the reaction product. The product is: [OH:1][CH2:2][CH2:3][CH2:4][CH2:5][CH2:6][C:7]1[CH:8]=[C:9]([CH2:13][CH2:14][CH2:15][CH2:16][CH2:17][OH:18])[CH:10]=[CH:11][CH:12]=1. (9) Given the reactants [C:1]1([C:16]2[CH:21]=[CH:20][CH:19]=[CH:18][CH:17]=2)[CH:6]=[CH:5][C:4]([CH2:7]P(=O)(OCC)OCC)=[CH:3][CH:2]=1.C1OCCOCCOCCOCCOC1.[OH-].[Na+].[Cl:39][C:40]1[CH:41]=[C:42]([CH:47]=[CH:48][C:49]=1[O:50][CH:51]1[CH2:56][CH2:55][C:54](=O)[CH2:53][CH2:52]1)[C:43]([O:45][CH3:46])=[O:44], predict the reaction product. The product is: [C:1]1([C:16]2[CH:17]=[CH:18][CH:19]=[CH:20][CH:21]=2)[CH:2]=[CH:3][C:4]([CH:7]=[C:54]2[CH2:55][CH2:56][CH:51]([O:50][C:49]3[CH:48]=[CH:47][C:42]([C:43]([O:45][CH3:46])=[O:44])=[CH:41][C:40]=3[Cl:39])[CH2:52][CH2:53]2)=[CH:5][CH:6]=1.